Dataset: Full USPTO retrosynthesis dataset with 1.9M reactions from patents (1976-2016). Task: Predict the reactants needed to synthesize the given product. Given the product [CH3:1][O:2][C:3]([C:5]1[C:6]([OH:31])=[C:7]2[C:12](=[C:13]([C:32]#[N:33])[N:14]=1)[N:11]([CH2:16][C:17]1[CH:22]=[CH:21][CH:20]=[CH:19][CH:18]=1)[C:10](=[O:23])[C:9]([CH2:24][C:25]1[CH:30]=[CH:29][CH:28]=[CH:27][CH:26]=1)=[CH:8]2)=[O:4], predict the reactants needed to synthesize it. The reactants are: [CH3:1][O:2][C:3]([C:5]1[C:6]([OH:31])=[C:7]2[C:12](=[C:13](Br)[N:14]=1)[N:11]([CH2:16][C:17]1[CH:22]=[CH:21][CH:20]=[CH:19][CH:18]=1)[C:10](=[O:23])[C:9]([CH2:24][C:25]1[CH:30]=[CH:29][CH:28]=[CH:27][CH:26]=1)=[CH:8]2)=[O:4].[C:32]([Cu])#[N:33].O.Cl.